Predict which catalyst facilitates the given reaction. From a dataset of Catalyst prediction with 721,799 reactions and 888 catalyst types from USPTO. (1) Reactant: O.[N:2]1[CH:7]=[C:6](B(O)O)[CH:5]=[N:4][CH:3]=1.[CH3:11][N:12]([C:22]1[CH:27]=[CH:26][C:25]([NH:28][C:29]([NH:31][C:32]2[CH:37]=[CH:36][CH:35]=[CH:34][CH:33]=2)=[O:30])=[CH:24][CH:23]=1)[S:13]([C:16]1[S:17][C:18](Br)=[CH:19][CH:20]=1)(=[O:15])=[O:14].C([O-])([O-])=O.[Na+].[Na+]. Product: [CH3:11][N:12]([C:22]1[CH:23]=[CH:24][C:25]([NH:28][C:29]([NH:31][C:32]2[CH:37]=[CH:36][CH:35]=[CH:34][CH:33]=2)=[O:30])=[CH:26][CH:27]=1)[S:13]([C:16]1[S:17][C:18]([C:6]2[CH:7]=[N:2][CH:3]=[N:4][CH:5]=2)=[CH:19][CH:20]=1)(=[O:15])=[O:14]. The catalyst class is: 837. (2) Reactant: [OH:1][C:2]1[CH:11]=[C:10]2[C:5]([CH:6]=[CH:7][N:8]([C:13]3[CH:14]=[C:15]([CH:19]=[CH:20][C:21]=3[CH3:22])[C:16]([OH:18])=[O:17])[C:9]2=[O:12])=[CH:4][CH:3]=1.Cl.[CH3:24][N:25]([CH3:29])[CH2:26][CH2:27]Cl.C(=O)([O-])[O-].[K+].[K+].[I-].[Na+].[OH-].[Na+]. Product: [CH3:24][N:25]([CH3:29])[CH2:26][CH2:27][O:1][C:2]1[CH:11]=[C:10]2[C:5]([CH:6]=[CH:7][N:8]([C:13]3[CH:14]=[C:15]([CH:19]=[CH:20][C:21]=3[CH3:22])[C:16]([OH:18])=[O:17])[C:9]2=[O:12])=[CH:4][CH:3]=1. The catalyst class is: 21. (3) Reactant: CC(OI1(OC(C)=O)(OC(C)=O)OC(=O)C2C=CC=CC1=2)=O.[F:23][C:24]([F:64])([F:63])[C:25]1[CH:26]=[C:27]([C@H:35]([O:37][C@@H:38]2[C@@H:43]([C:44]3[CH:49]=[CH:48][C:47]([F:50])=[CH:46][CH:45]=3)[C@H:42]([CH2:51][N:52]3[CH2:62][CH2:61][C:55]4([CH2:59][O:58][CH2:57][C@H:56]4[OH:60])[CH2:54][CH2:53]3)[CH2:41][CH2:40][O:39]2)[CH3:36])[CH:28]=[C:29]([C:31]([F:34])([F:33])[F:32])[CH:30]=1. Product: [F:64][C:24]([F:23])([F:63])[C:25]1[CH:26]=[C:27]([C@H:35]([O:37][C@@H:38]2[C@@H:43]([C:44]3[CH:49]=[CH:48][C:47]([F:50])=[CH:46][CH:45]=3)[C@H:42]([CH2:51][N:52]3[CH2:53][CH2:54][C:55]4([CH2:59][O:58][CH2:57][C:56]4=[O:60])[CH2:61][CH2:62]3)[CH2:41][CH2:40][O:39]2)[CH3:36])[CH:28]=[C:29]([C:31]([F:32])([F:33])[F:34])[CH:30]=1. The catalyst class is: 4. (4) Reactant: O.NN.O=C1C2C(=CC=CC=2)C(=O)[N:6]1[CH2:15][CH:16]1[CH2:21][CH2:20][CH2:19][N:18]([C:22]([O:24][C:25]([CH3:28])([CH3:27])[CH3:26])=[O:23])[CH2:17]1. Product: [NH2:6][CH2:15][CH:16]1[CH2:21][CH2:20][CH2:19][N:18]([C:22]([O:24][C:25]([CH3:28])([CH3:27])[CH3:26])=[O:23])[CH2:17]1. The catalyst class is: 8. (5) Reactant: [C:1]1([OH:7])[CH:6]=[CH:5][CH:4]=[CH:3][CH:2]=1.[H-].[Na+].[Cl:10][C:11]1[C:20](Cl)=[N:19][C:18]2[C:13](=[CH:14][CH:15]=[CH:16][CH:17]=2)[N:12]=1. Product: [Cl:10][C:11]1[C:20]([O:7][C:1]2[CH:6]=[CH:5][CH:4]=[CH:3][CH:2]=2)=[N:19][C:18]2[C:13](=[CH:14][CH:15]=[CH:16][CH:17]=2)[N:12]=1. The catalyst class is: 1. (6) The catalyst class is: 6. Reactant: C(OC([NH:8][N:9]([C:17]1[C:18]([CH3:34])=[N:19][N:20]2[C:24]([C:25]3[CH:30]=[CH:29][C:28]([Cl:31])=[CH:27][C:26]=3[Cl:32])=[C:23]([CH3:33])[O:22][C:21]=12)[C:10](OC(C)(C)C)=O)=O)(C)(C)C.[C:35]([CH2:38]C(=O)C)(=O)[CH3:36].[CH3:42]C(O)=O. Product: [Cl:32][C:26]1[CH:27]=[C:28]([Cl:31])[CH:29]=[CH:30][C:25]=1[C:24]1[N:20]2[N:19]=[C:18]([CH3:34])[C:17]([N:9]3[C:10]([CH3:42])=[CH:36][C:35]([CH3:38])=[N:8]3)=[C:21]2[O:22][C:23]=1[CH3:33]. (7) Reactant: Cl.[F:2][C:3]1[CH:8]=[CH:7][C:6]([NH:9][NH2:10])=[C:5]([CH3:11])[CH:4]=1.C(N(CC)CC)C.C(O)(C(F)(F)F)=O.[F:26][C:27]([F:46])([CH3:45])[C:28](=O)[CH2:29][C:30]([C:32]1[CH:42]=[C:41]([CH3:43])[C:35]2[O:36][CH2:37][C:38](=[O:40])[NH:39][C:34]=2[CH:33]=1)=O. Product: [F:26][C:27]([C:28]1[CH:29]=[C:30]([C:32]2[CH:42]=[C:41]([CH3:43])[C:35]3[O:36][CH2:37][C:38](=[O:40])[NH:39][C:34]=3[CH:33]=2)[N:9]([C:6]2[CH:7]=[CH:8][C:3]([F:2])=[CH:4][C:5]=2[CH3:11])[N:10]=1)([F:46])[CH3:45]. The catalyst class is: 41.